From a dataset of Forward reaction prediction with 1.9M reactions from USPTO patents (1976-2016). Predict the product of the given reaction. (1) Given the reactants C([N:8]1[CH2:17][CH:16]([CH3:18])[C:15]2[N:14]=[C:13]([Cl:19])[CH:12]=[CH:11][C:10]=2[CH2:9]1)C1C=CC=CC=1.C1(C)C=CC(S(O)(=O)=O)=CC=1.[CH2:31]([CH:34]1[CH2:39][O:38][CH2:37][CH2:36][NH:35]1)[CH2:32][CH3:33], predict the reaction product. The product is: [ClH:19].[CH3:18][CH:16]1[C:15]2[N:14]=[C:13]([N:35]3[CH2:36][CH2:37][O:38][CH2:39][CH:34]3[CH2:31][CH2:32][CH3:33])[CH:12]=[CH:11][C:10]=2[CH2:9][NH:8][CH2:17]1. (2) Given the reactants C([Li])CCC.[C:6]1([CH2:12][CH2:13][C@H:14]([OH:17])[C:15]#[CH:16])[CH:11]=[CH:10][CH:9]=[CH:8][CH:7]=1.[CH3:18][Si:19](Cl)([CH3:21])[CH3:20].C(O)(=O)CC(CC(O)=O)(C(O)=O)O, predict the reaction product. The product is: [C:6]1([CH2:12][CH2:13][C@H:14]([OH:17])[C:15]#[C:16][Si:19]([CH3:21])([CH3:20])[CH3:18])[CH:11]=[CH:10][CH:9]=[CH:8][CH:7]=1. (3) Given the reactants Br[CH2:2][C:3]1[CH:8]=[CH:7][CH:6]=[C:5]([C:9]([F:12])([F:11])[F:10])[CH:4]=1.[N-:13]=[N+:14]=[N-:15].[Na+].[Br:17][C:18]1[CH:23]=[CH:22][C:21]([C:24]2[O:28][N:27]=[C:26]([CH3:29])[C:25]=2[CH:30]([OH:33])[C:31]#[CH:32])=[CH:20][CH:19]=1.O=C1O[C@H]([C@H](CO)O)C([O-])=C1O.[Na+], predict the reaction product. The product is: [Br:17][C:18]1[CH:19]=[CH:20][C:21]([C:24]2[O:28][N:27]=[C:26]([CH3:29])[C:25]=2[CH:30]([C:31]2[N:13]=[N:14][N:15]([CH2:2][C:3]3[CH:8]=[CH:7][CH:6]=[C:5]([C:9]([F:12])([F:11])[F:10])[CH:4]=3)[CH:32]=2)[OH:33])=[CH:22][CH:23]=1. (4) Given the reactants [F:1][C:2]([F:7])([F:6])[C:3]([OH:5])=[O:4].[CH2:8]([S:10]([N:13]1[CH2:18][CH2:17][CH:16]([C:19]2[C:27]3[C:22](=[C:23]([C:42]([NH2:44])=[O:43])[CH:24]=[C:25]([C:28]4[CH:33]=[CH:32][CH:31]=[C:30]([CH2:34][NH:35][CH2:36][C:37]5S[CH:39]=[CH:40][CH:41]=5)[CH:29]=4)[CH:26]=3)[NH:21][CH:20]=2)[CH2:15][CH2:14]1)(=[O:12])=[O:11])[CH3:9].S1C=CC=C1CN, predict the reaction product. The product is: [F:1][C:2]([F:7])([F:6])[C:3]([OH:5])=[O:4].[CH2:8]([S:10]([N:13]1[CH2:18][CH2:17][CH:16]([C:19]2[C:27]3[C:22](=[C:23]([C:42]([NH2:44])=[O:43])[CH:24]=[C:25]([C:28]4[CH:33]=[CH:32][CH:31]=[C:30]([CH2:34][NH:35][CH2:36][C@@H:37]5[CH2:41][CH2:40][CH2:39][O:4]5)[CH:29]=4)[CH:26]=3)[NH:21][CH:20]=2)[CH2:15][CH2:14]1)(=[O:11])=[O:12])[CH3:9]. (5) Given the reactants Cl[C:2]1[C:3]([C:8]([CH3:13])([CH3:12])[C:9]([OH:11])=O)=[N:4][CH:5]=[CH:6][N:7]=1.S(Cl)(Cl)=O.[C:18]([O:22][C:23](=[O:30])[NH:24][C@H:25]1[CH2:28][C@H:27]([NH2:29])[CH2:26]1)([CH3:21])([CH3:20])[CH3:19].C(N(C(C)C)CC)(C)C.CC(C)([O-])C.[Na+], predict the reaction product. The product is: [C:18]([O:22][C:23](=[O:30])[NH:24][C@H:25]1[CH2:28][C@H:27]([N:29]2[C:2]3=[N:7][CH:6]=[CH:5][N:4]=[C:3]3[C:8]([CH3:13])([CH3:12])[C:9]2=[O:11])[CH2:26]1)([CH3:21])([CH3:19])[CH3:20].